This data is from Reaction yield outcomes from USPTO patents with 853,638 reactions. The task is: Predict the reaction yield, written as a fraction of the theoretical maximum amount of product (1.0 means a 100% yield; for example, 0.34 means a 34% yield). The reactants are Br[C:2]1[CH:3]=[N:4][CH:5]=[CH:6][CH:7]=1.[Li]CCCC.[CH2:13]([N:20]1[CH2:24][CH2:23][C:22]2([CH2:29][CH2:28][C:27](=[O:30])[CH2:26][CH2:25]2)[CH2:21]1)[C:14]1[CH:19]=[CH:18][CH:17]=[CH:16][CH:15]=1. The catalyst is C1COCC1. The product is [CH2:13]([N:20]1[CH2:24][CH2:23][C:22]2([CH2:29][CH2:28][C:27]([C:2]3[CH:3]=[N:4][CH:5]=[CH:6][CH:7]=3)([OH:30])[CH2:26][CH2:25]2)[CH2:21]1)[C:14]1[CH:15]=[CH:16][CH:17]=[CH:18][CH:19]=1. The yield is 0.440.